Dataset: Catalyst prediction with 721,799 reactions and 888 catalyst types from USPTO. Task: Predict which catalyst facilitates the given reaction. (1) Reactant: S(Cl)(Cl)=O.[Br:5][CH2:6][C@@:7]([OH:12])([CH3:11])[C:8]([OH:10])=[O:9].CCN(CC)CC.[NH2:20][C:21]1[CH:22]=[CH:23][C:24]([C:31]#[N:32])=[C:25]([C:27]([F:30])([F:29])[F:28])[CH:26]=1. Product: [Br:5][CH2:6][C@@:7]([OH:12])([CH3:11])[C:8]([OH:10])=[O:9].[Br:5][CH2:6][C@@:7]([OH:12])([CH3:11])[C:8]([NH:20][C:21]1[CH:22]=[CH:23][C:24]([C:31]#[N:32])=[C:25]([C:27]([F:28])([F:29])[F:30])[CH:26]=1)=[O:9]. The catalyst class is: 20. (2) Reactant: [Cl:1][C:2]1[CH:10]=[CH:9][C:8]2[NH:7][C:6]3[CH2:11][CH2:12][N:13]([CH3:16])[CH2:14][CH2:15][C:5]=3[C:4]=2[CH:3]=1.N1CCC[C@H]1C(O)=O.[O-]P([O-])([O-])=O.[K+].[K+].[K+].Cl[CH2:34][C:35]([N:37]1[CH2:42][CH2:41][O:40][CH2:39][CH2:38]1)=[O:36]. Product: [Cl:1][C:2]1[CH:10]=[CH:9][C:8]2[N:7]([CH2:34][C:35]([N:37]3[CH2:42][CH2:41][O:40][CH2:39][CH2:38]3)=[O:36])[C:6]3[CH2:11][CH2:12][N:13]([CH3:16])[CH2:14][CH2:15][C:5]=3[C:4]=2[CH:3]=1. The catalyst class is: 471. (3) Reactant: [O:1]1[CH2:6][CH2:5][C:4](=[O:7])[CH2:3][CH2:2]1.B(F)(F)F.CCOCC.[N+](=[CH:19][C:20]([O:22][CH2:23][CH3:24])=[O:21])=[N-].C([O-])(O)=O.[Na+]. Product: [O:7]=[C:4]1[CH2:3][CH2:2][O:1][CH2:6][CH2:5][CH:19]1[C:20]([O:22][CH2:23][CH3:24])=[O:21]. The catalyst class is: 27. (4) Reactant: N(C(C)C)C(C)C.[Li]CCCC.[Cl:13][C:14]1[CH:20]=[CH:19][CH:18]=[CH:17][C:15]=1[NH2:16].[Br:21][C:22]1[C:23]([F:33])=[C:24]([F:32])[C:25](F)=[C:26]([CH:30]=1)[C:27]([OH:29])=[O:28]. Product: [Br:21][C:22]1[C:23]([F:33])=[C:24]([F:32])[C:25]([NH:16][C:15]2[CH:17]=[CH:18][CH:19]=[CH:20][C:14]=2[Cl:13])=[C:26]([CH:30]=1)[C:27]([OH:29])=[O:28]. The catalyst class is: 1. (5) Reactant: [O:1]1[C:3]2([CH2:8][CH2:7][N:6]([C:9]([O:11][C:12]([CH3:15])([CH3:14])[CH3:13])=[O:10])[CH2:5][CH2:4]2)[CH2:2]1.[CH3:16][C:17]1([CH3:29])[C:21]([CH3:23])([CH3:22])[O:20][B:19]([C:24]2[CH:25]=[N:26][NH:27][CH:28]=2)[O:18]1.[H-].[Na+]. Product: [OH:1][C:3]1([CH2:2][N:27]2[CH:28]=[C:24]([B:19]3[O:18][C:17]([CH3:29])([CH3:16])[C:21]([CH3:23])([CH3:22])[O:20]3)[CH:25]=[N:26]2)[CH2:8][CH2:7][N:6]([C:9]([O:11][C:12]([CH3:15])([CH3:14])[CH3:13])=[O:10])[CH2:5][CH2:4]1. The catalyst class is: 3.